The task is: Predict the product of the given reaction.. This data is from Forward reaction prediction with 1.9M reactions from USPTO patents (1976-2016). (1) Given the reactants N1(CC2N3C=C(C)C=CC3=NC=2C2C=CC(C)=CC=2)C=CN=C1.Cl.Cl[CH2:26][C:27]1[N:31]2[CH:32]=[CH:33][CH:34]=[CH:35][C:30]2=[N:29][C:28]=1[C:36]1[CH:41]=[CH:40][C:39]([Cl:42])=[CH:38][CH:37]=1.[NH:43]1[C:51]2[C:46](=[CH:47][CH:48]=[CH:49][CH:50]=2)[C:45]([C:52]([O:54][CH3:55])=[O:53])=[CH:44]1, predict the reaction product. The product is: [Cl:42][C:39]1[CH:40]=[CH:41][C:36]([C:28]2[N:29]=[C:30]3[CH:35]=[CH:34][CH:33]=[CH:32][N:31]3[C:27]=2[CH2:26][N:43]2[C:51]3[C:46](=[CH:47][CH:48]=[CH:49][CH:50]=3)[C:45]([C:52]([O:54][CH3:55])=[O:53])=[CH:44]2)=[CH:37][CH:38]=1. (2) Given the reactants Br[C:2]1[C:10]2[C:9]([NH2:11])=[N:8][CH:7]=[N:6][C:5]=2[N:4]([C@H:12]2[CH2:15][C@@H:14]([CH2:16][N:17]3[CH2:22][CH2:21][S:20](=[O:24])(=[O:23])[CH2:19][CH2:18]3)[CH2:13]2)[CH:3]=1.[F:25][C:26]1[CH:31]=[CH:30][C:29]([OH:32])=[CH:28][C:27]=1B(O)O.C(=O)([O-])[O-].[K+].[K+].C([O-])(O)=O.[Na+], predict the reaction product. The product is: [NH2:11][C:9]1[C:10]2[C:2]([C:27]3[CH:28]=[C:29]([OH:32])[CH:30]=[CH:31][C:26]=3[F:25])=[CH:3][N:4]([C@H:12]3[CH2:15][C@@H:14]([CH2:16][N:17]4[CH2:22][CH2:21][S:20](=[O:24])(=[O:23])[CH2:19][CH2:18]4)[CH2:13]3)[C:5]=2[N:6]=[CH:7][N:8]=1. (3) Given the reactants [N:1]1([CH2:7][C:8]2[CH:13]=[C:12]([C:14]([F:17])([F:16])[F:15])[CH:11]=[CH:10][C:9]=2B(O)O)[CH2:6][CH2:5][CH2:4][CH2:3][CH2:2]1.Cl[C:22]1[N:27]=[CH:26][N:25]=[C:24]([NH:28][C:29]2[CH:30]=[CH:31][CH:32]=[C:33]3[C:38]=2[CH2:37][CH:36]([OH:39])[CH2:35][CH2:34]3)[CH:23]=1.C([O-])([O-])=O.[Na+].[Na+].O.C(COC)OC, predict the reaction product. The product is: [N:1]1([CH2:7][C:8]2[CH:13]=[C:12]([C:14]([F:17])([F:16])[F:15])[CH:11]=[CH:10][C:9]=2[C:22]2[N:27]=[CH:26][N:25]=[C:24]([NH:28][C:29]3[CH:30]=[CH:31][CH:32]=[C:33]4[C:38]=3[CH2:37][CH:36]([OH:39])[CH2:35][CH2:34]4)[CH:23]=2)[CH2:6][CH2:5][CH2:4][CH2:3][CH2:2]1. (4) Given the reactants Br[Zn][CH2:3][CH2:4][CH2:5][C:6]([O:8][CH2:9][CH3:10])=[O:7].Br[C:12]1[C:21]2[C:16](=[C:17]([C:22]3[N:26]=[C:25]([C:27]4[CH:32]=[CH:31][C:30]([O:33][CH:34]([CH3:36])[CH3:35])=[C:29]([Cl:37])[CH:28]=4)[O:24][N:23]=3)[CH:18]=[CH:19][CH:20]=2)[CH:15]=[CH:14][N:13]=1, predict the reaction product. The product is: [Cl:37][C:29]1[CH:28]=[C:27]([C:25]2[O:24][N:23]=[C:22]([C:17]3[CH:18]=[CH:19][CH:20]=[C:21]4[C:16]=3[CH:15]=[CH:14][N:13]=[C:12]4[CH2:3][CH2:4][CH2:5][C:6]([O:8][CH2:9][CH3:10])=[O:7])[N:26]=2)[CH:32]=[CH:31][C:30]=1[O:33][CH:34]([CH3:36])[CH3:35].